From a dataset of CYP2C9 inhibition data for predicting drug metabolism from PubChem BioAssay. Regression/Classification. Given a drug SMILES string, predict its absorption, distribution, metabolism, or excretion properties. Task type varies by dataset: regression for continuous measurements (e.g., permeability, clearance, half-life) or binary classification for categorical outcomes (e.g., BBB penetration, CYP inhibition). Dataset: cyp2c9_veith. (1) The drug is COc1ccc(NC(=O)[C@H](COCc2ccccc2)NC(=O)OC(C)(C)C)cc1. The result is 1 (inhibitor). (2) The drug is CCCNC(=O)CSc1nc(-c2cccs2)cc(C(F)(F)F)n1. The result is 1 (inhibitor).